Dataset: Forward reaction prediction with 1.9M reactions from USPTO patents (1976-2016). Task: Predict the product of the given reaction. The product is: [CH3:64][O:65][C:66](=[O:80])[C:67]1[CH:68]=[CH:69][C:70]([O:73][CH2:74][CH2:75][CH2:76][CH2:77][CH2:78][NH:79][C:2]([NH:54][C:23]2[CH:22]=[C:21]([NH:20][C:19]([O:18][CH2:17][CH2:16][Si:15]([CH3:14])([CH3:56])[CH3:57])=[O:55])[CH:26]=[C:25]([CH3:27])[C:24]=2[C:28]2[CH:33]=[CH:32][CH:31]=[C:30]([S:34]([C:37]3[CH:41]=[C:40]([C:42]([NH:44][C:45]([O:47][C:48]([CH3:50])([CH3:51])[CH3:49])=[O:46])=[NH:43])[S:39][C:38]=3[S:52][CH3:53])(=[O:35])=[O:36])[CH:29]=2)=[O:3])=[CH:71][CH:72]=1. Given the reactants Cl[C:2](OC1C=CC([N+]([O-])=O)=CC=1)=[O:3].[CH3:14][Si:15]([CH3:57])([CH3:56])[CH2:16][CH2:17][O:18][C:19](=[O:55])[NH:20][C:21]1[CH:26]=[C:25]([CH3:27])[C:24]([C:28]2[CH:33]=[CH:32][CH:31]=[C:30]([S:34]([C:37]3[CH:41]=[C:40]([C:42]([NH:44][C:45]([O:47][C:48]([CH3:51])([CH3:50])[CH3:49])=[O:46])=[NH:43])[S:39][C:38]=3[S:52][CH3:53])(=[O:36])=[O:35])[CH:29]=2)=[C:23]([NH2:54])[CH:22]=1.N1C=CC=CC=1.[CH3:64][O:65][C:66](=[O:80])[C:67]1[CH:72]=[CH:71][C:70]([O:73][CH2:74][CH2:75][CH2:76][CH2:77][CH2:78][NH2:79])=[CH:69][CH:68]=1, predict the reaction product.